From a dataset of Reaction yield outcomes from USPTO patents with 853,638 reactions. Predict the reaction yield, written as a fraction of the theoretical maximum amount of product (1.0 means a 100% yield; for example, 0.34 means a 34% yield). (1) The reactants are C([C@H]([C@@H](C(O)=O)O)O)(O)=O.[F:11][C:12]([F:29])([F:28])[C:13]1[CH:14]=[C:15]([CH:20]([NH:23][C:24]([CH3:27])([CH3:26])[CH3:25])[CH2:21][OH:22])[CH:16]=[CH:17][C:18]=1[NH2:19].[OH-].[Na+]. The catalyst is O. The product is [F:11][C:12]([F:28])([F:29])[C:13]1[CH:14]=[C:15]([CH:20]([NH:23][C:24]([CH3:25])([CH3:27])[CH3:26])[CH2:21][OH:22])[CH:16]=[CH:17][C:18]=1[NH2:19]. The yield is 0.724. (2) The reactants are [C:1]([C:5]1[O:9][N:8]=[C:7]([NH:10][C:11]([NH:13][C:14]2[CH:19]=[CH:18][CH:17]=[C:16]([O:20][C:21]3[C:30]4[C:25](=[CH:26][CH:27]=[C:28](I)[CH:29]=4)[N:24]=[CH:23][N:22]=3)[CH:15]=2)=[O:12])[CH:6]=1)([CH3:4])([CH3:3])[CH3:2].[NH:32]1[CH2:37][CH2:36][O:35][CH2:34][CH2:33]1.C([O-])([O-])=O.[Cs+].[Cs+]. The catalyst is COCCOC.C1C=CC(/C=C/C(/C=C/C2C=CC=CC=2)=O)=CC=1.C1C=CC(/C=C/C(/C=C/C2C=CC=CC=2)=O)=CC=1.C1C=CC(/C=C/C(/C=C/C2C=CC=CC=2)=O)=CC=1.[Pd].[Pd]. The product is [C:1]([C:5]1[O:9][N:8]=[C:7]([NH:10][C:11]([NH:13][C:14]2[CH:19]=[CH:18][CH:17]=[C:16]([O:20][C:21]3[C:30]4[C:25](=[CH:26][CH:27]=[C:28]([N:32]5[CH2:37][CH2:36][O:35][CH2:34][CH2:33]5)[CH:29]=4)[N:24]=[CH:23][N:22]=3)[CH:15]=2)=[O:12])[CH:6]=1)([CH3:4])([CH3:3])[CH3:2]. The yield is 0.0340. (3) The product is [NH:8]1[CH2:12][CH2:11][C@@H:10]([N:13]2[CH2:14][CH2:15][S:16](=[O:20])(=[O:19])[CH2:17][CH2:18]2)[CH2:9]1. The catalyst is CCO.[Pd]. The yield is 0.820. The reactants are C([N:8]1[CH2:12][CH2:11][C@@H:10]([N:13]2[CH2:18][CH2:17][S:16](=[O:20])(=[O:19])[CH2:15][CH2:14]2)[CH2:9]1)C1C=CC=CC=1.Cl.N#N. (4) The reactants are O.S(=O)(=O)(O)O.[F:7][C:8]([F:13])([F:12])[CH2:9][CH:10]=[O:11].[CH2:14]([O:21]C=CC(F)(F)F)[C:15]1[CH:20]=[CH:19][CH:18]=[CH:17][CH:16]=1.[F:28][C:29]([F:49])([F:48])[CH2:30][CH:31]([O:40][CH2:41][C:42]1[CH:47]=[CH:46][CH:45]=[CH:44][CH:43]=1)[O:32][CH2:33][C:34]1[CH:39]=[CH:38][CH:37]=[CH:36][CH:35]=1. No catalyst specified. The product is [CH2:14]([OH:21])[C:15]1[CH:20]=[CH:19][CH:18]=[CH:17][CH:16]=1.[CH2:33]([O:32][CH:31]=[CH:30][C:29]([F:28])([F:49])[F:48])[C:34]1[CH:39]=[CH:38][CH:37]=[CH:36][CH:35]=1.[F:28][C:29]([F:48])([F:49])[CH2:30][CH:31]([O:32][CH2:33][C:34]1[CH:39]=[CH:38][CH:37]=[CH:36][CH:35]=1)[O:40][CH2:41][C:42]1[CH:47]=[CH:46][CH:45]=[CH:44][CH:43]=1.[F:7][C:8]([F:13])([F:12])[CH2:9][CH:10]=[O:11]. The yield is 0.0250. (5) The reactants are [N:1]([CH2:4][CH2:5][O:6][CH2:7][CH2:8][O:9][CH2:10][CH2:11][O:12][CH2:13][CH2:14][NH:15][S:16]([C:19]1[CH:24]=[CH:23][CH:22]=[C:21]([CH:25]2[C:34]3[C:29](=[C:30]([Cl:36])[CH:31]=[C:32]([Cl:35])[CH:33]=3)[CH2:28][N:27]([CH3:37])[CH2:26]2)[CH:20]=1)(=[O:18])=[O:17])=[N+]=[N-].O.P(C)(C)C. The catalyst is C1COCC1. The product is [NH2:1][CH2:4][CH2:5][O:6][CH2:7][CH2:8][O:9][CH2:10][CH2:11][O:12][CH2:13][CH2:14][NH:15][S:16]([C:19]1[CH:24]=[CH:23][CH:22]=[C:21]([CH:25]2[C:34]3[C:29](=[C:30]([Cl:36])[CH:31]=[C:32]([Cl:35])[CH:33]=3)[CH2:28][N:27]([CH3:37])[CH2:26]2)[CH:20]=1)(=[O:18])=[O:17]. The yield is 0.580. (6) The reactants are [F:1][C:2]1[CH:9]=[C:8]([OH:10])[C:7]([O:11][CH3:12])=[CH:6][C:3]=1[CH:4]=[O:5].[H-].[Na+].Cl.[CH3:16][N:17]([CH3:32])[S:18]([C:21]1[CH:31]=[CH:30][C:24]2[NH:25][C:26]([CH2:28]Cl)=[N:27][C:23]=2[CH:22]=1)(=[O:20])=[O:19]. The catalyst is CN(C)C=O. The product is [CH3:32][N:17]([CH3:16])[S:18]([C:21]1[CH:31]=[CH:30][C:24]2[NH:25][C:26]([CH2:28][O:10][C:8]3[CH:9]=[C:2]([F:1])[C:3]([CH:4]=[O:5])=[CH:6][C:7]=3[O:11][CH3:12])=[N:27][C:23]=2[CH:22]=1)(=[O:19])=[O:20]. The yield is 0.170.